Dataset: Experimentally validated miRNA-target interactions with 360,000+ pairs, plus equal number of negative samples. Task: Binary Classification. Given a miRNA mature sequence and a target amino acid sequence, predict their likelihood of interaction. (1) The miRNA is hsa-miR-331-3p with sequence GCCCCUGGGCCUAUCCUAGAA. The protein sequence of the target gene is MSKGPAVGIDLGTTYSCVGVFQHGKVEIIANDQGNRTTPSYVAFTDTERLIGDAAKNQVAMNPTNTVFDAKRLIGRRFDDAVVQSDMKHWPFMVVNDAGRPKVQVEYKGETKSFYPEEVSSMVLTKMKEIAEAYLGKTVTNAVVTVPAYFNDSQRQATKDAGTIAGLNVLRIINEPTAAAIAYGLDKKVGAERNVLIFDLGGGTFDVSILTIEDGIFEVKSTAGDTHLGGEDFDNRMVNHFIAEFKRKHKKDISENKRAVRRLRTACERAKRTLSSSTQASIEIDSLYEGIDFYTSITRA.... Result: 1 (interaction). (2) The protein sequence of the target gene is MWPPCGTLRTLALARSRGARACSGDGGVSYTQGQSPEPRTREYFYYVDHQGQLFLDDSKMKNFITCFKDPQFLVTFFSRLRPNRSGRYEAAFPFLSPCGRERNFLRCEDRPVVFTHLLTADHGPPRLSYCGGGEALAVPFEPARLLPLAANGRLYHPAPERAGGVGLVRSALAFELSACFEYGPGAPALPSHVRWQGRRLALTMDLAPLLLAARSP. Result: 1 (interaction). The miRNA is hsa-miR-149-3p with sequence AGGGAGGGACGGGGGCUGUGC. (3) The miRNA is hsa-miR-196a-5p with sequence UAGGUAGUUUCAUGUUGUUGGG. The protein sequence of the target gene is MAEKFDHLEEHLEKFVENIRQLGIIVSDFQPSSQAGLNQKLNFIVTGLQDIDKCRQQLHDITVPLEVFEYIDQGRNPQLYTKECLERALAKNEQVKGKIDTMKKFKSLLIQELSKVFPEDMAKYRSIRGEDHPPS. Result: 1 (interaction).